The task is: Predict the product of the given reaction.. This data is from Forward reaction prediction with 1.9M reactions from USPTO patents (1976-2016). (1) Given the reactants [F:1][C:2]([F:29])([F:28])[C@@:3]([CH2:18][S@:19]([C:21]1[CH:26]=[CH:25][C:24]([CH3:27])=[CH:23][CH:22]=1)=O)([OH:17])[CH2:4][C:5]([C:8]1[CH:13]=[C:12]([F:14])[CH:11]=[CH:10][C:9]=1[O:15][CH3:16])([CH3:7])[CH3:6].[I-].[Na+].FC(F)(F)C(OC(=O)C(F)(F)F)=O, predict the reaction product. The product is: [F:29][C:2]([F:1])([F:28])[C@@:3]([CH2:18][S:19][C:21]1[CH:22]=[CH:23][C:24]([CH3:27])=[CH:25][CH:26]=1)([OH:17])[CH2:4][C:5]([C:8]1[CH:13]=[C:12]([F:14])[CH:11]=[CH:10][C:9]=1[O:15][CH3:16])([CH3:7])[CH3:6]. (2) Given the reactants [Cl:1][C:2]1[CH:7]=[CH:6][C:5]([C:8]2[C:9]([O:17][CH:18]3[CH2:21][CH2:20][CH2:19]3)=[N:10][CH:11]=[C:12]([CH:16]=2)[C:13](O)=[O:14])=[CH:4][CH:3]=1.[N:22]1[CH:27]=[CH:26][CH:25]=[CH:24][C:23]=1[CH2:28][NH2:29], predict the reaction product. The product is: [Cl:1][C:2]1[CH:3]=[CH:4][C:5]([C:8]2[C:9]([O:17][CH:18]3[CH2:21][CH2:20][CH2:19]3)=[N:10][CH:11]=[C:12]([CH:16]=2)[C:13]([NH:29][CH2:28][C:23]2[CH:24]=[CH:25][CH:26]=[CH:27][N:22]=2)=[O:14])=[CH:6][CH:7]=1. (3) Given the reactants [CH3:1][Si:2]([CH3:12])([CH3:11])[C:3]1[CH:10]=[CH:9][C:6]([CH:7]=O)=[CH:5][CH:4]=1.[F:13][C:14]([F:25])([F:24])[C:15]1[CH:16]=[C:17]([CH2:21][CH2:22][NH2:23])[CH:18]=[CH:19][CH:20]=1, predict the reaction product. The product is: [F:13][C:14]([F:24])([F:25])[C:15]1[CH:16]=[C:17]([CH2:21][CH2:22][NH:23][CH2:7][C:6]2[CH:9]=[CH:10][C:3]([Si:2]([CH3:12])([CH3:11])[CH3:1])=[CH:4][CH:5]=2)[CH:18]=[CH:19][CH:20]=1. (4) Given the reactants Br[C:2]1[CH:3]=[C:4]([CH:25]=[CH:26][N:27]=1)[C:5]([NH:7][C:8]1[S:9][C:10]2[C:16]([N:17]3[CH2:22][CH2:21][O:20][CH2:19][CH2:18]3)=[CH:15][CH:14]=[C:13]([O:23][CH3:24])[C:11]=2[N:12]=1)=[O:6].C(=O)([O-])[O-].[Cs+].[Cs+].[CH2:34]([O:36][CH2:37][CH2:38][NH2:39])[CH3:35], predict the reaction product. The product is: [CH2:34]([O:36][CH2:37][CH2:38][NH:39][C:2]1[CH:3]=[C:4]([CH:25]=[CH:26][N:27]=1)[C:5]([NH:7][C:8]1[S:9][C:10]2[C:16]([N:17]3[CH2:22][CH2:21][O:20][CH2:19][CH2:18]3)=[CH:15][CH:14]=[C:13]([O:23][CH3:24])[C:11]=2[N:12]=1)=[O:6])[CH3:35]. (5) Given the reactants Cl[C:2]([O:4][C:5]1[CH:10]=[CH:9][C:8]([O:11][C:12]2[CH:17]=[CH:16][C:15]([C:18]([F:21])([F:20])[F:19])=[CH:14][N:13]=2)=[CH:7][CH:6]=1)=[O:3].[Cl:22][C:23]1[CH:24]=[CH:25][C:26]([CH3:35])=[C:27]([N:29]2[CH2:34][CH2:33][NH:32][CH2:31][CH2:30]2)[CH:28]=1.[K+].[Br-], predict the reaction product. The product is: [F:19][C:18]([F:21])([F:20])[C:15]1[CH:16]=[CH:17][C:12]([O:11][C:8]2[CH:9]=[CH:10][C:5]([O:4][C:2]([N:32]3[CH2:31][CH2:30][N:29]([C:27]4[CH:28]=[C:23]([Cl:22])[CH:24]=[CH:25][C:26]=4[CH3:35])[CH2:34][CH2:33]3)=[O:3])=[CH:6][CH:7]=2)=[N:13][CH:14]=1. (6) Given the reactants II.[PH2](O)=O.[F:6][C:7]1[CH:12]=[CH:11][C:10]([C:13]([C:16]2[S:17][CH:18]=[CH:19][N:20]=2)(O)[CH3:14])=[CH:9][CH:8]=1.[OH-].[Na+], predict the reaction product. The product is: [F:6][C:7]1[CH:12]=[CH:11][C:10]([CH:13]([C:16]2[S:17][CH:18]=[CH:19][N:20]=2)[CH3:14])=[CH:9][CH:8]=1.